Dataset: NCI-60 drug combinations with 297,098 pairs across 59 cell lines. Task: Regression. Given two drug SMILES strings and cell line genomic features, predict the synergy score measuring deviation from expected non-interaction effect. (1) Drug 2: CN1C2=C(C=C(C=C2)N(CCCl)CCCl)N=C1CCCC(=O)O.Cl. Drug 1: CCN(CC)CCNC(=O)C1=C(NC(=C1C)C=C2C3=C(C=CC(=C3)F)NC2=O)C. Cell line: HCC-2998. Synergy scores: CSS=9.51, Synergy_ZIP=1.62, Synergy_Bliss=2.42, Synergy_Loewe=6.26, Synergy_HSA=2.50. (2) Drug 1: CC1CCCC2(C(O2)CC(NC(=O)CC(C(C(=O)C(C1O)C)(C)C)O)C(=CC3=CSC(=N3)C)C)C. Drug 2: CC1C(C(CC(O1)OC2CC(CC3=C2C(=C4C(=C3O)C(=O)C5=CC=CC=C5C4=O)O)(C(=O)C)O)N)O. Cell line: MOLT-4. Synergy scores: CSS=45.0, Synergy_ZIP=7.12, Synergy_Bliss=5.87, Synergy_Loewe=1.89, Synergy_HSA=2.31. (3) Drug 1: CN1CCC(CC1)COC2=C(C=C3C(=C2)N=CN=C3NC4=C(C=C(C=C4)Br)F)OC. Drug 2: C1=CN(C(=O)N=C1N)C2C(C(C(O2)CO)O)O.Cl. Cell line: T-47D. Synergy scores: CSS=4.71, Synergy_ZIP=-1.33, Synergy_Bliss=3.10, Synergy_Loewe=3.32, Synergy_HSA=3.79. (4) Drug 1: C(=O)(N)NO. Drug 2: C1CN(P(=O)(OC1)NCCCl)CCCl. Cell line: KM12. Synergy scores: CSS=12.1, Synergy_ZIP=-3.01, Synergy_Bliss=-0.0238, Synergy_Loewe=-20.5, Synergy_HSA=-0.100. (5) Drug 1: COC1=C(C=C2C(=C1)N=CN=C2NC3=CC(=C(C=C3)F)Cl)OCCCN4CCOCC4. Drug 2: COCCOC1=C(C=C2C(=C1)C(=NC=N2)NC3=CC=CC(=C3)C#C)OCCOC.Cl. Cell line: LOX IMVI. Synergy scores: CSS=7.21, Synergy_ZIP=-3.90, Synergy_Bliss=-1.79, Synergy_Loewe=-2.00, Synergy_HSA=-0.694. (6) Drug 1: CC1=CC2C(CCC3(C2CCC3(C(=O)C)OC(=O)C)C)C4(C1=CC(=O)CC4)C. Drug 2: CN(CC1=CN=C2C(=N1)C(=NC(=N2)N)N)C3=CC=C(C=C3)C(=O)NC(CCC(=O)O)C(=O)O. Cell line: ACHN. Synergy scores: CSS=50.2, Synergy_ZIP=-1.09, Synergy_Bliss=0.00211, Synergy_Loewe=-8.65, Synergy_HSA=2.48. (7) Drug 1: CC1C(C(CC(O1)OC2CC(CC3=C2C(=C4C(=C3O)C(=O)C5=C(C4=O)C(=CC=C5)OC)O)(C(=O)CO)O)N)O.Cl. Drug 2: C1=C(C(=O)NC(=O)N1)F. Cell line: EKVX. Synergy scores: CSS=7.31, Synergy_ZIP=-4.86, Synergy_Bliss=-0.725, Synergy_Loewe=-1.79, Synergy_HSA=-0.840. (8) Drug 1: C1=CN(C(=O)N=C1N)C2C(C(C(O2)CO)O)O.Cl. Drug 2: C1=NC2=C(N=C(N=C2N1C3C(C(C(O3)CO)O)O)F)N. Cell line: KM12. Synergy scores: CSS=15.1, Synergy_ZIP=-1.09, Synergy_Bliss=4.36, Synergy_Loewe=-20.2, Synergy_HSA=-0.571.